This data is from Forward reaction prediction with 1.9M reactions from USPTO patents (1976-2016). The task is: Predict the product of the given reaction. Given the reactants [C:1]([O:5][C:6]([N:8]1[CH2:13][CH2:12][O:11][CH2:10][CH:9]1[C:14]([N:16]1[CH2:21][CH2:20][N:19]([C:22]2[CH:27]=[CH:26][CH:25]=[C:24]([C:28]3[N:32]([CH3:33])[C:31]4[CH:34]=[CH:35][CH:36]=[CH:37][C:30]=4[N:29]=3)[CH:23]=2)[CH2:18][CH2:17]1)=O)=[O:7])([CH3:4])([CH3:3])[CH3:2].[H-].[Al+3].[Li+].[H-].[H-].[H-], predict the reaction product. The product is: [C:1]([O:5][C:6]([N:8]1[CH2:13][CH2:12][O:11][CH2:10][CH:9]1[CH2:14][N:16]1[CH2:21][CH2:20][N:19]([C:22]2[CH:27]=[CH:26][CH:25]=[C:24]([C:28]3[N:32]([CH3:33])[C:31]4[CH:34]=[CH:35][CH:36]=[CH:37][C:30]=4[N:29]=3)[CH:23]=2)[CH2:18][CH2:17]1)=[O:7])([CH3:4])([CH3:2])[CH3:3].